Dataset: Peptide-MHC class I binding affinity with 185,985 pairs from IEDB/IMGT. Task: Regression. Given a peptide amino acid sequence and an MHC pseudo amino acid sequence, predict their binding affinity value. This is MHC class I binding data. (1) The peptide sequence is ELMMTTIGVV. The MHC is HLA-A02:03 with pseudo-sequence HLA-A02:03. The binding affinity (normalized) is 0.801. (2) The peptide sequence is ITLWQRPLV. The MHC is HLA-B42:01 with pseudo-sequence HLA-B42:01. The binding affinity (normalized) is 0.0750. (3) The peptide sequence is IVKYKQYLK. The MHC is HLA-B27:05 with pseudo-sequence HLA-B27:05. The binding affinity (normalized) is 0.0847. (4) The peptide sequence is AVRQKSRWI. The MHC is HLA-B48:01 with pseudo-sequence HLA-B48:01. The binding affinity (normalized) is 0.0847.